From a dataset of Catalyst prediction with 721,799 reactions and 888 catalyst types from USPTO. Predict which catalyst facilitates the given reaction. (1) Reactant: C(O)(=O)C.CC1(C)[O:11][CH2:10][C:9]([CH2:22][Si:23]([C:36]([CH3:39])([CH3:38])[CH3:37])([C:30]2[CH:35]=[CH:34][CH:33]=[CH:32][CH:31]=2)[C:24]2[CH:29]=[CH:28][CH:27]=[CH:26][CH:25]=2)([CH2:12][N:13]2[CH:20]=[C:19]([F:21])[C:17]([NH2:18])=[N:16][C:14]2=[O:15])[CH2:8][O:7]1.CCCCCC. Product: [Si:23]([CH2:22][C:9]([CH2:10][OH:11])([CH2:8][OH:7])[CH2:12][N:13]1[CH:20]=[C:19]([F:21])[C:17]([NH2:18])=[N:16][C:14]1=[O:15])([C:36]([CH3:37])([CH3:38])[CH3:39])([C:24]1[CH:29]=[CH:28][CH:27]=[CH:26][CH:25]=1)[C:30]1[CH:35]=[CH:34][CH:33]=[CH:32][CH:31]=1. The catalyst class is: 27. (2) Product: [CH2:43]([N:45]([CH2:46][CH3:47])[CH2:22][C@H:21]([CH3:28])[CH2:20][O:19][C:14]1[CH:15]=[C:16]2[C:11](=[CH:12][CH:13]=1)[N:10]=[C:9]([C:29]1[CH:34]=[CH:33][CH:32]=[C:31]([O:35][CH3:36])[CH:30]=1)[N:8]([CH2:7][C:5]([NH:4][CH:1]([CH3:3])[CH3:2])=[O:6])[C:17]2=[O:18])[CH3:44]. Reactant: [CH:1]([NH:4][C:5]([CH2:7][N:8]1[C:17](=[O:18])[C:16]2[C:11](=[CH:12][CH:13]=[C:14]([O:19][CH2:20][C@@H:21]([CH3:28])[CH2:22]OS(C)(=O)=O)[CH:15]=2)[N:10]=[C:9]1[C:29]1[CH:34]=[CH:33][CH:32]=[C:31]([O:35][CH3:36])[CH:30]=1)=[O:6])([CH3:3])[CH3:2].C(=O)([O-])[O-].[K+].[K+].[CH2:43]([NH:45][CH2:46][CH3:47])[CH3:44].CCCCCC. The catalyst class is: 10. (3) Reactant: [C:1]([N:4]1[CH2:9][CH2:8][CH2:7][CH2:6][C:5]1=O)(=[O:3])[CH3:2].C1(N)CCCC1.C([BH3-])#N.[Na+].NC(N)=O.[CH:25]1([N:30](C2CCCC2)[C:31]([NH:33][C:34]2[S:35][CH:36]=[CH:37][N:38]=2)=[O:32])[CH2:29][CH2:28][CH2:27][CH2:26]1.C(=C1N=CC=N1)=O.NC1SC=CN=1. Product: [C:1]([N:4]1[CH2:9][CH2:8][CH:7]([N:30]([CH:25]2[CH2:26][CH2:27][CH2:28][CH2:29]2)[C:31]([NH:33][C:34]2[S:35][CH:36]=[CH:37][N:38]=2)=[O:32])[CH2:6][CH2:5]1)(=[O:3])[CH3:2]. The catalyst class is: 36. (4) Reactant: [CH3:1][C:2]([CH3:29])([CH3:28])[C@H:3]([NH:8][C:9]([C:11]1[N:12]=[C:13]([C:22]2[CH:27]=[CH:26][CH:25]=[CH:24][CH:23]=2)[N:14]2[CH2:20][CH2:19][CH2:18][N:17]([CH3:21])[CH2:16][C:15]=12)=[O:10])[C:4]([O:6]C)=[O:5].O.[OH-].[Li+]. Product: [CH3:1][C:2]([CH3:29])([CH3:28])[C@H:3]([NH:8][C:9]([C:11]1[N:12]=[C:13]([C:22]2[CH:23]=[CH:24][CH:25]=[CH:26][CH:27]=2)[N:14]2[CH2:20][CH2:19][CH2:18][N:17]([CH3:21])[CH2:16][C:15]=12)=[O:10])[C:4]([OH:6])=[O:5]. The catalyst class is: 20. (5) Reactant: Cl[C:2]1[C:11]([CH3:12])=[C:10]([Cl:13])[C:9]2[C:4](=[CH:5][C:6]([F:15])=[CH:7][C:8]=2[F:14])[N:3]=1.[C:16]1([C:22]2[CH:27]=[CH:26][N:25]=[C:24]([Sn](CCCC)(CCCC)CCCC)[CH:23]=2)[CH:21]=[CH:20][CH:19]=[CH:18][CH:17]=1. Product: [Cl:13][C:10]1[C:9]2[C:4](=[CH:5][C:6]([F:15])=[CH:7][C:8]=2[F:14])[N:3]=[C:2]([C:24]2[CH:23]=[C:22]([C:16]3[CH:21]=[CH:20][CH:19]=[CH:18][CH:17]=3)[CH:27]=[CH:26][N:25]=2)[C:11]=1[CH3:12]. The catalyst class is: 11. (6) Reactant: [Na].[C:2]1([NH:8][CH:9]=[NH:10])[CH:7]=[CH:6][CH:5]=[CH:4][CH:3]=1.[CH2:11]([N:18]1[CH2:24][CH2:23][C:22](Br)=[C:21](O)[CH2:20][CH2:19]1)[C:12]1[CH:17]=[CH:16][CH:15]=[CH:14][CH:13]=1. Product: [CH2:11]([N:18]1[CH2:24][CH2:23][C:22]2[N:10]=[CH:9][N:8]([C:2]3[CH:7]=[CH:6][CH:5]=[CH:4][CH:3]=3)[C:21]=2[CH2:20][CH2:19]1)[C:12]1[CH:17]=[CH:16][CH:15]=[CH:14][CH:13]=1. The catalyst class is: 8.